Dataset: Full USPTO retrosynthesis dataset with 1.9M reactions from patents (1976-2016). Task: Predict the reactants needed to synthesize the given product. (1) Given the product [Cl:1][C:2]1[CH:7]=[C:6]([CH2:8][OH:9])[C:5]([Cl:10])=[CH:4][C:3]=1[CH2:11][CH2:12][C:13]([O:15][C:16]([CH3:19])([CH3:18])[CH3:17])=[O:14], predict the reactants needed to synthesize it. The reactants are: [Cl:1][C:2]1[CH:7]=[C:6]([CH2:8][OH:9])[C:5]([Cl:10])=[CH:4][C:3]=1[CH:11]=[CH:12][C:13]([O:15][C:16]([CH3:19])([CH3:18])[CH3:17])=[O:14]. (2) The reactants are: C([O-])(=O)C([O-])=[O:3].[Nb+5:7].[NH4+].C([O-])(=O)C([O-])=O.C([O-])(=O)C([O-])=O.C([O-])(=O)C([O-])=O.[Ta+5:27].C([O-])(=O)C([O-])=O.C([O-])(=O)C([O-])=O.C([O-])(=O)C([O-])=O.C([O-])(=O)C([O-])=O.[Ta+5]. Given the product [Nb:7].[OH2:3].[O-2:3].[Ta+5:27].[O-2:3].[O-2:3].[O-2:3].[O-2:3].[Ta+5:27], predict the reactants needed to synthesize it.